This data is from Full USPTO retrosynthesis dataset with 1.9M reactions from patents (1976-2016). The task is: Predict the reactants needed to synthesize the given product. (1) Given the product [F:1][C:2]1[CH:7]=[CH:6][C:5]([C:8]2[NH:12][C:11]([S:21][CH3:20])=[C:10]([C:13]#[N:14])[CH:9]=2)=[CH:4][CH:3]=1, predict the reactants needed to synthesize it. The reactants are: [F:1][C:2]1[CH:7]=[CH:6][C:5]([C:8](=O)[CH2:9][CH:10]([C:13]#[N:14])[C:11]#[N:12])=[CH:4][CH:3]=1.C(O)(=O)C.[CH3:20][S-:21].[Na+]. (2) Given the product [OH:22][C:2]([CH3:4])([CH2:3][OH:18])[C:1]([O:6][CH2:7][C:8]1[CH:9]=[CH:10][CH:11]=[CH:12][CH:13]=1)=[O:5], predict the reactants needed to synthesize it. The reactants are: [C:1]([O:6][CH2:7][C:8]1[CH:13]=[CH:12][CH:11]=[CH:10][CH:9]=1)(=[O:5])[C:2]([CH3:4])=[CH2:3].C[N+]1([O-])CC[O:18]CC1.[OH2:22]. (3) Given the product [C:21]([C:20]1[CH:19]=[CH:18][CH:17]=[CH:16][C:15]=1[C:12]1[CH:11]=[CH:10][C:9]([CH2:8][OH:51])=[CH:14][CH:13]=1)#[N:22], predict the reactants needed to synthesize it. The reactants are: CCCCC(N([C@H](C(O)=O)C(C)C)[CH2:8][C:9]1[CH:10]=[CH:11][C:12]([C:15]2[CH:16]=[CH:17][CH:18]=[CH:19][C:20]=2[C:21]2[NH:22]N=NN=2)=[CH:13][CH:14]=1)=O.BrCC1C=CC(C2C=CC=CC=2C#N)=CC=1.C([O-])(=[O:51])C.[Na+]. (4) Given the product [CH3:8][C:5]1[CH:6]=[CH:7][C:2]2[N:1]=[C:12]([C:14]3[CH:15]=[CH:16][C:17]([O:20][C:21]([F:22])([F:23])[F:24])=[CH:18][CH:19]=3)[CH2:11][O:9][C:3]=2[CH:4]=1, predict the reactants needed to synthesize it. The reactants are: [NH2:1][C:2]1[CH:7]=[CH:6][C:5]([CH3:8])=[CH:4][C:3]=1[OH:9].Br[CH2:11][C:12]([C:14]1[CH:19]=[CH:18][C:17]([O:20][C:21]([F:24])([F:23])[F:22])=[CH:16][CH:15]=1)=O. (5) Given the product [CH3:11][N:5]1[C:6]([C:7]([F:10])([F:9])[F:8])=[C:2]([C:23]([OH:19])=[O:18])[C:3]([CH3:12])=[N:4]1, predict the reactants needed to synthesize it. The reactants are: I[C:2]1[C:3]([CH3:12])=[N:4][N:5]([CH3:11])[C:6]=1[C:7]([F:10])([F:9])[F:8].C([Li])CCC.[OH2:18].[O:19]1[CH2:23]CCC1. (6) Given the product [C:29]([O:32][CH2:33][C:34]([N:26]1[CH2:27][CH2:28][CH:23]([C:20]2[S:21][CH:22]=[C:18]([C:15]3[CH2:14][CH:13]([C:8]4[CH:9]=[CH:10][CH:11]=[CH:12][C:7]=4[O:6][S:3]([CH3:2])(=[O:4])=[O:5])[O:17][N:16]=3)[N:19]=2)[CH2:24][CH2:25]1)=[O:35])(=[O:31])[CH3:30], predict the reactants needed to synthesize it. The reactants are: [Cl-].[CH3:2][S:3]([O:6][C:7]1[CH:12]=[CH:11][CH:10]=[CH:9][C:8]=1[CH:13]1[O:17][N:16]=[C:15]([C:18]2[N:19]=[C:20]([CH:23]3[CH2:28][CH2:27][NH2+:26][CH2:25][CH2:24]3)[S:21][CH:22]=2)[CH2:14]1)(=[O:5])=[O:4].[C:29]([O:32][CH2:33][C:34](Cl)=[O:35])(=[O:31])[CH3:30].C(N(CC)CC)C.O. (7) Given the product [C:11]1([CH2:17][NH:18][S:19]([CH:22]2[CH2:27][CH2:26][N:25]([C:2]3[N:3]=[CH:4][C:5]([NH2:8])=[CH:6][CH:7]=3)[CH2:24][CH2:23]2)(=[O:21])=[O:20])[CH:12]=[CH:13][CH:14]=[CH:15][CH:16]=1, predict the reactants needed to synthesize it. The reactants are: Cl[C:2]1[CH:7]=[CH:6][C:5]([N+:8]([O-])=O)=[CH:4][N:3]=1.[C:11]1([CH2:17][NH:18][S:19]([CH:22]2[CH2:27][CH2:26][NH:25][CH2:24][CH2:23]2)(=[O:21])=[O:20])[CH:16]=[CH:15][CH:14]=[CH:13][CH:12]=1.